This data is from Forward reaction prediction with 1.9M reactions from USPTO patents (1976-2016). The task is: Predict the product of the given reaction. (1) Given the reactants NC(C)(C)C[O:4]C1C=CC(C#N)=CC=1F.[CH3:16][N:17]([CH3:32])[C:18]([CH3:31])([CH3:30])[CH2:19][O:20][C:21]1[CH:28]=[CH:27][C:24]([C:25]#N)=[CH:23][C:22]=1[F:29], predict the reaction product. The product is: [CH3:16][N:17]([CH3:32])[C:18]([CH3:31])([CH3:30])[CH2:19][O:20][C:21]1[CH:28]=[CH:27][C:24]([CH:25]=[O:4])=[CH:23][C:22]=1[F:29]. (2) Given the reactants [CH:1]1[C:6]([C:7]2[C:16](=[O:17])[C:15]3[C:14]([OH:18])=[CH:13][C:12]([OH:19])=[CH:11][C:10]=3[O:9][CH:8]=2)=[CH:5][CH:4]=[C:3]([OH:20])[CH:2]=1.C([O-])=O.[NH4+], predict the reaction product. The product is: [OH:18][C:14]1[CH:13]=[C:12]([OH:19])[CH:11]=[C:10]2[C:15]=1[C:16](=[O:17])[CH:7]([C:6]1[CH:5]=[CH:4][C:3]([OH:20])=[CH:2][CH:1]=1)[CH2:8][O:9]2. (3) Given the reactants [OH:1][C:2]1[CH:3]=[C:4]([CH:7]=[CH:8][CH:9]=1)[CH:5]=[O:6].Br[CH2:11][CH2:12][CH2:13][O:14][CH3:15].C(=O)([O-])[O-].[K+].[K+].O, predict the reaction product. The product is: [CH3:15][O:14][CH2:13][CH2:12][CH2:11][O:1][C:2]1[CH:3]=[C:4]([CH:7]=[CH:8][CH:9]=1)[CH:5]=[O:6]. (4) Given the reactants [CH3:1][NH2:2].[NH2:3][C:4]1[C:14]([CH3:15])=[CH:13][C:12]([C:16]#[N:17])=[CH:11][C:5]=1[C:6]([O:8]CC)=O.C[O-].[Na+].[OH-].[Na+], predict the reaction product. The product is: [NH2:3][C:4]1[C:14]([CH3:15])=[CH:13][C:12]([C:16]#[N:17])=[CH:11][C:5]=1[C:6]([NH:2][CH3:1])=[O:8].